From a dataset of Full USPTO retrosynthesis dataset with 1.9M reactions from patents (1976-2016). Predict the reactants needed to synthesize the given product. Given the product [F:25][C:26]1[CH:27]=[CH:28][C:29]([CH2:30][O:31][C:32]2[CH:37]=[CH:36][CH:35]=[CH:34][C:33]=2[C:2]2[N:7]=[CH:6][N:5]=[C:4]([NH:8][C:9]3[CH:10]=[C:11]([CH:22]=[CH:23][CH:24]=3)[CH2:12][S:13](=[N:16][C:17](=[O:21])[O:18][CH2:19][CH3:20])([CH3:15])=[O:14])[N:3]=2)=[CH:41][CH:42]=1, predict the reactants needed to synthesize it. The reactants are: Cl[C:2]1[N:7]=[CH:6][N:5]=[C:4]([NH:8][C:9]2[CH:10]=[C:11]([CH:22]=[CH:23][CH:24]=2)[CH2:12][S:13](=[N:16][C:17](=[O:21])[O:18][CH2:19][CH3:20])([CH3:15])=[O:14])[N:3]=1.[F:25][C:26]1[CH:42]=[CH:41][C:29]([CH2:30][O:31][C:32]2[CH:37]=[CH:36][CH:35]=[CH:34][C:33]=2B(O)O)=[CH:28][CH:27]=1.C(=O)([O-])[O-].[K+].[K+].